This data is from Human Reference Interactome with 51,813 positive PPI pairs across 8,248 proteins, plus equal number of experimentally-validated negative pairs. The task is: Binary Classification. Given two protein amino acid sequences, predict whether they physically interact or not. (1) Protein 1 (ENSG00000168890) has sequence MTAWILLPVSLSAFSITGIWTVYAMAVMNHHVCPVENWSYNESCPPDPAEQGGPKTCCTLDDVPLISKCGSYPPESCLFSLIGNMGAFMVALICLLRYGQLLEQSRHSWVNTTALITGCTNAAGLLVVGNFQVDHARSLHYVGAGVAFPAGLLFVCLHCALSYQGATAPLDLAVAYLRSVLAVIAFITLVLSGVFFVHESSQLQHGAALCEWVCVIDILIFYGTFSYEFGAVSSDTLVAALQPTPGRACKSSGSSSTSTHLNCAPESIAMI*MYALWRTGPTTSPALLTLLSKGVPRPAA.... Protein 2 (ENSG00000164683) has sequence MKRAHPEYSSSDSELDETIEVEKESADENGNLSSALGSMSPTTSSQILARKRRRGIIEKRRRDRINNSLSELRRLVPSAFEKQVMEQGSAKLEKAEILQMTVDHLKMLHTAGGKGYFDAHALAMDYRSLGFRECLAEVARYLSIIEGLDASDPLRVRLVSHLNNYASQREAASGAHAGLGHIPWGTVFGHHPHIAHPLLLPQNGHGNAGTTASPTEPHHQGRLGSAHPEAPALRAPPSGSLGPVLPVVTSASKLSPPLLSSVASLSAFPFSFGSFHLLSPNALSPSAPTQAANLGKPYRP.... Result: 0 (the proteins do not interact). (2) Protein 1 (ENSG00000167618) has sequence MSPHLTALLGLVLCLAQTIHTQEGALPRPSISAEPGTVISPGSHVTFMCRGPVGVQTFRLEREDRAKYKDSYNVFRLGPSESEARFHIDSVSEGNAGLYRCLYYKPPGWSEHSDFLELLVKESSGGPDSPDTEPGSSAGTVPGTEASGFDAP*MSPHLTALLGLVLCLAQTIHTQEGALPRPSISAEPGTVISPGSHVTFMCRGPVGVQTFRLEREDRAKYKDSYNVFRLGPSESEARFHIDSVSEGNAGLYRCLYYKPPGWSEHSDFLELLVKGTVPGTEASGFDAP*MEREMVLCLAQ.... Protein 2 (ENSG00000173542) has sequence MSFLFGSRSSKTFKPKKNIPEGSHQYELLKHAEATLGSGNLRMAVMLPEGEDLNEWVAVNTVDFFNQINMLYGTITDFCTEESCPVMSAGPKYEYHWADGTNIKKPIKCSAPKYIDYLMTWVQDQLDDETLFPSKIGVPFPKNFMSVAKTILKRLFRVYAHIYHQHFDPVIQLQEEAHLNTSFKHFIFFVQEFNLIDRRELAPLQELIEKLTSKDR*MEGATDVNESGSRSSKTFKPKKNIPEGSHQYELLKHAEATLGSGNLRMAVMLPEGEDLNEWVAVNTVDFFNQINMLYGTITDF.... Result: 0 (the proteins do not interact). (3) Protein 1 (ENSG00000160678) has sequence MGSELETAMETLINVFHAHSGKEGDKYKLSKKELKELLQTELSGFLDAQKDVDAVDKVMKELDENGDGEVDFQEYVVLVAALTVACNNFFWENS*MEEPQTKTPSAEFPPYRAQPAQPATAPAATFATLAICPEPAPTSGPGQPCTAAMGSELETAMETLINVFHAHSGKEGDKYKLSKKELKELLQTELSGFLDAQKDVDAVDKVMKELDENGDGEVDFQEYVVLVAALTVACNNFFWENS*MGSELETAMETLINVFHAHSGKEGDKYKLSKKELKELLQTELSGFLDVKELML*MGS.... Protein 2 (ENSG00000196154) has sequence MACPLEKALDVMVSTFHKYSGKEGDKFKLNKSELKELLTRELPSFLGKRTDEAAFQKLMSNLDSNRDNEVDFQEYCVFLSCIAMMCNEFFEGFPDKQPRKK*. Result: 1 (the proteins interact). (4) Protein 1 (ENSG00000139974) has sequence MEASWGSFNAERGWYVSVQQPEEAEAEELSPLLSNELHRQRSPGVSFGLSVFNLMNAIMGSGILGLAYVLANTGVFGFSFLLLTVALLASYSVHLLLSMCIQTAVTSYEDLGLFAFGLPGKLVVAGTIIIQNIGAMSSYLLIIKTELPAAIAEFLTGDYSRYWYLDGQTLLIIICVGIVFPLALLPKIGFLGYTSSLSFFFMMFFALVVIIKKWSIPCPLTLNYVEKGFQISNVTDDCKPKLFHFSKESAYALPTMAFSFLCHTSILPIYCELQSPSKKRMQNVTNTAIALSFLIYFISA.... Protein 2 (ENSG00000100532) has sequence MAAVFLVTLYEYSPLFYIAVVFTCFIVTTGLVLGWFGWDVPVILRNSEETQFSTRVFKKQMRQVKNPFGLEITNPSSASITTGITLTTDCLEDSLLTCYWGCSVQKLYEALQKHVYCFRISTPQALEDALYSEYLYQEQYFIKKDSKEEIYCQLPRDTKIEDFGTVPRSRYPLVALLTLADEDDREIYDIISMVSVIHIPDRTYKLSCRILYQYLLLAQGQFHDLKQLFMSANNNFTPSNNSSSEEKNTDRSLLEKVGLSESEVEPSEENSKDCVVCQNGTVNWVLLPCRHTCLCDGCVK.... Result: 0 (the proteins do not interact). (5) Protein 1 (ENSG00000163519) has sequence MSGISGCPFFLWGLLALLGLALVISLIFNISHYVEKQRQDKMYSYSSDHTRVDEYYIEDTPIYGNLDDMISEPMDENCYEQMKARPEKSVNKMQEATPSAQATNETQMCYASLDHSVKGKRRKPRKQNTHFSDKDGDEQLHAIDASVSKTTLVDSFSPESQAVEENIHDDPIRLFGLIRAKREPIN*MSDKMYSYSSDHTRVDEYYIEDTPIYGNLDDMISEPMDENCYEQMKARPEKSVNKMQEATPSAQATNETQMCYASLDHSVKGKRRKPRKQNTHFSDKDGDEQLHAIDASVSKT.... Protein 2 (ENSG00000176731) has sequence MAKNKLRGPKSRNVFHIASQKNFKAKNKAKPVTTNLKKVLHFS*MAKNKLRGPKSRNVFHIASQKNFKAKNKAKPVTTNLKKINIMNEEMAKNKLRGPKSRNVFHIASQKNFKAKNKAKPVTTNLKKIPQQRHESKPVNVDEATRLMALL*MAKNKLRGPKSRNVFHIASQKNFKAKNKAKPVTTNLKKINIMNEEKVNRVNKAFVNVQKELAHFAKSISLEPLQKELIPQQRHESKPVNVDEATRLMALL*. Result: 0 (the proteins do not interact). (6) Protein 1 (ENSG00000174917) has sequence MVARVWSLMRFLIKGSVAGGAVYLVYDQELLGPSDKSQAALQKAGEVVPPAMYQFSQYVCQQTGLQIPQLPAPPKIYFPIRDSWNAGIMTVMSALSVAPSKAREYSKEGWEYVKARTK*MRSECVLGAASDSGQEAPRDTWFLQGWKASRRFLIKGSVAGGAVYLVYDQELLGPSDKSQAALQKAGEVVPPAMYQFSQYVCQQTGLQIPQLPAPPKIYFPIRDSWNAGI*MVARVWSLMRFLIKGSVAGGAVYLVYDQELLGPSDKSQAALQKAGEVVPPAMYQFSQYVCQQTGLQIPQL.... Protein 2 (ENSG00000164841) has sequence MELHYLAKKSNQADLCDARDWSSRGLPGDQADTAATRAALCCQKQCASTPRATEMEGSKLSSSPASPSSSLQNSTLQPDAFPPGLLHSGNNQITAERKVCNCCSQELETSFTYVDKNINLEQRNRSSPSAKGHNHPGELGWENPNEWSQEAAISLISEEEDDTSSEATSSGKSIDYGFISAILFLVTGILLVIISYIVPREVTVDPNTVAAREMERLEKESARLGAHLDRCVIAGLCLLTLGGVILSCLLMMSMWKGELYRRNRFASSKESAKLYGSFNFRMKTSTNENTLELSLVEEDA.... Result: 0 (the proteins do not interact). (7) Protein 1 (ENSG00000141376) has sequence MNEAMATDSPRRPSRCTGGVVVRPQAVTEQSYMESVVTFLQDVVPQAYSGTPLTEEKEKIVWVRFENADLNDTSRNLEFHEIHSTGNEPPLLIMIGYSDGMQVWSIPISGEAQELFSVRHGPIRAARILPAPQFGAQKCDNFAEKRPLLGVCKSIGSSGTSPPYCCVDLYSLRTGEMVKSIQFKTPIYDLHCNKRILVVVLQEKIAAFDSCTFTKKFFVTSCYPCPGPNMNPIALGSRWLAYAENKLIRCHQSRGGACGDNIQSYTATVISAAKTLKSGLTMVGKVVTQLTGTLPSGVTE.... Protein 2 (ENSG00000172818) has sequence MPRAFLVKKPCVSTCKRNWSELPDEERGEIYVPVSLGFCPPQPYREPEPSVAEPPSCPLALNMSLRDSSYSMAPGPCVVAQLPSEDMGHLTDPQSRDHGFLRTKMKVTLGDSPSGDLFTCRVCQKAFTYQRMLNRHMKCHNDVKRHLCTYCGKGFNDTFDLKRHVRTHTGVRPYKCSLCDKAFTQRCSLESHLKKIHGVQQKYAYKERRAKLYVCEECGCTSESQEGHVLHLKEHHPDSPLLRKTSKKVAVALQNTVTSLLQGSPHL*MSLRDSSYSMAPGPCVVAQLPSEDMGHLTDPQ.... Result: 0 (the proteins do not interact).